Dataset: Full USPTO retrosynthesis dataset with 1.9M reactions from patents (1976-2016). Task: Predict the reactants needed to synthesize the given product. (1) The reactants are: [Br:1][C:2]1[CH:7]=[CH:6][CH:5]=[C:4]([CH2:8]Br)[CH:3]=1.[NH:10]1[CH2:15][CH2:14][O:13][CH2:12][CH2:11]1.C(OCC)(=O)C. Given the product [Br:1][C:2]1[CH:3]=[C:4]([CH:5]=[CH:6][CH:7]=1)[CH2:8][N:10]1[CH2:15][CH2:14][O:13][CH2:12][CH2:11]1, predict the reactants needed to synthesize it. (2) The reactants are: [Cl:1][C:2]1[C:6]([CH3:7])=[CH:5][S:4][C:3]=1[C:8]1[N:12]([CH2:13][CH:14]([CH3:16])[CH3:15])[C:11](=[O:17])[N:10]([CH2:18][C:19]([OH:21])=O)[N:9]=1.[F:22][C:23]([F:33])([F:32])[C:24]1[CH:25]=[C:26]([CH:29]=[CH:30][CH:31]=1)[CH2:27][NH2:28].C1C=CC2N(O)N=NC=2C=1.CCN=C=NCCCN(C)C.Cl. Given the product [Cl:1][C:2]1[C:6]([CH3:7])=[CH:5][S:4][C:3]=1[C:8]1[N:12]([CH2:13][CH:14]([CH3:15])[CH3:16])[C:11](=[O:17])[N:10]([CH2:18][C:19]([NH:28][CH2:27][C:26]2[CH:29]=[CH:30][CH:31]=[C:24]([C:23]([F:22])([F:32])[F:33])[CH:25]=2)=[O:21])[N:9]=1, predict the reactants needed to synthesize it. (3) Given the product [ClH:90].[NH2:26][CH2:25][C:22]1[N:23]=[CH:24][C:19]([C:3]2[CH:4]=[C:5]3[C:9](=[CH:10][C:2]=2[NH:1][C:50]([C:48]2[N:49]=[C:45]([C:44]4[NH:40][N:41]=[C:42]([C:53]([F:56])([F:54])[F:55])[CH:43]=4)[S:46][CH:47]=2)=[O:51])[NH:8][N:7]=[CH:6]3)=[CH:20][CH:21]=1, predict the reactants needed to synthesize it. The reactants are: [NH2:1][C:2]1[CH:10]=[C:9]2[C:5]([CH:6]=[N:7][N:8]2COCC[Si](C)(C)C)=[CH:4][C:3]=1[C:19]1[CH:20]=[CH:21][C:22]([CH2:25][NH:26]C(=O)OC(C)(C)C)=[N:23][CH:24]=1.O1CCCCC1[N:40]1[C:44]([C:45]2[S:46][CH:47]=[C:48]([C:50](O)=[O:51])[N:49]=2)=[CH:43][C:42]([C:53]([F:56])([F:55])[F:54])=[N:41]1.CN(C(ON1N=NC2C=CC=NC1=2)=[N+](C)C)C.F[P-](F)(F)(F)(F)F.CCN(C(C)C)C(C)C.[ClH:90]. (4) Given the product [CH3:1][C:2]1[CH:3]=[C:4]([CH:9]=[CH:10][C:11]=1[N:12]1[CH2:13][CH2:14][O:15][CH2:16][CH2:17]1)[C:5]([OH:7])=[O:6], predict the reactants needed to synthesize it. The reactants are: [CH3:1][C:2]1[CH:3]=[C:4]([CH:9]=[CH:10][C:11]=1[N:12]1[CH2:17][CH2:16][O:15][CH2:14][CH2:13]1)[C:5]([O:7]C)=[O:6].[OH-].[Li+]. (5) Given the product [CH:10]1[CH:15]=[C:14]2[C:16]([NH:17][C:18](=[C:7]3[C:5](=[O:6])[NH:4][C:2](=[O:3])[NH:1][C:8]3=[O:9])[C:13]2=[CH:12][CH:11]=1)=[C:7]1[C:5](=[O:6])[NH:4][C:2](=[O:3])[NH:1][C:8]1=[O:9], predict the reactants needed to synthesize it. The reactants are: [NH:1]1[C:8](=[O:9])[CH2:7][C:5](=[O:6])[NH:4][C:2]1=[O:3].[CH:10]1[CH:15]=[C:14]2[C:16](N)=[N:17][C:18](=N)[C:13]2=[CH:12][CH:11]=1. (6) Given the product [C:15]([O:14][C:12]([NH:6][C@H:5]([CH2:10][CH2:9][CH2:8][C:7]([C:23]1[CH:24]=[CH:25][C:20]([Cl:19])=[CH:21][CH:22]=1)=[O:11])[C:3]([O:2][CH3:1])=[O:4])=[O:13])([CH3:18])([CH3:17])[CH3:16], predict the reactants needed to synthesize it. The reactants are: [CH3:1][O:2][C:3]([C@H:5]1[CH2:10][CH2:9][CH2:8][C:7](=[O:11])[N:6]1[C:12]([O:14][C:15]([CH3:18])([CH3:17])[CH3:16])=[O:13])=[O:4].[Cl:19][C:20]1[CH:25]=[CH:24][C:23]([Mg]Br)=[CH:22][CH:21]=1. (7) The reactants are: [NH2:1][C:2]1[CH:3]=[C:4]([CH3:9])[CH:5]=[CH:6][C:7]=1[NH2:8].[CH:10](S(O)(=O)=O)(O)[CH:11](S(O)(=O)=O)O.C(C=O)=O. Given the product [CH3:9][C:4]1[CH:3]=[C:2]2[C:7](=[CH:6][CH:5]=1)[N:8]=[CH:11][CH:10]=[N:1]2, predict the reactants needed to synthesize it. (8) Given the product [Cl:1][C:2]1[CH:3]=[C:4]([CH2:16][N:26]2[CH2:27][CH2:28][N:23]([C:21]([NH:20][CH3:19])=[O:22])[CH2:24][CH2:25]2)[CH:5]=[C:6]([NH:8][C:9]2[S:10][C:11]([C:14]#[N:15])=[CH:12][N:13]=2)[N:7]=1, predict the reactants needed to synthesize it. The reactants are: [Cl:1][C:2]1[N:7]=[C:6]([NH:8][C:9]2[S:10][C:11]([C:14]#[N:15])=[CH:12][N:13]=2)[CH:5]=[C:4]([CH2:16]Cl)[CH:3]=1.[Cl-].[CH3:19][NH:20][C:21]([N:23]1[CH2:28][CH2:27][NH2+:26][CH2:25][CH2:24]1)=[O:22].C(N(C(C)C)C(C)C)C. (9) Given the product [N:22]([CH2:2][C:3]1[CH:8]=[CH:7][C:6]([C:9]2[CH:14]=[CH:13][CH:12]=[CH:11][C:10]=2[C:15]([O:17][C:18]([CH3:21])([CH3:20])[CH3:19])=[O:16])=[CH:5][CH:4]=1)=[N+:23]=[N-:24], predict the reactants needed to synthesize it. The reactants are: Br[CH2:2][C:3]1[CH:8]=[CH:7][C:6]([C:9]2[CH:14]=[CH:13][CH:12]=[CH:11][C:10]=2[C:15]([O:17][C:18]([CH3:21])([CH3:20])[CH3:19])=[O:16])=[CH:5][CH:4]=1.[N-:22]=[N+:23]=[N-:24].[Na+].